Dataset: Catalyst prediction with 721,799 reactions and 888 catalyst types from USPTO. Task: Predict which catalyst facilitates the given reaction. (1) Reactant: [CH:1]1[C:6](N=C=S)=[CH:5][C:4]2[C:10]([O:12][C:13]3([C:23]4[CH:24]=[CH:25][C:26]([OH:28])=[CH:27][C:22]=4[O:21][C:15]4[CH:16]=[C:17]([OH:20])[CH:18]=[CH:19][C:14]3=4)[C:3]=2[CH:2]=1)=[O:11].CCN(CC)CC. Product: [CH:1]1[CH:6]=[CH:5][C:4]([C:10]([OH:12])=[O:11])=[C:3]([C:13]2[C:14]3[CH:19]=[CH:18][C:17]([OH:20])=[CH:16][C:15]=3[O:21][C:22]3[C:23]=2[CH:24]=[CH:25][C:26]([CH:27]=3)=[O:28])[CH:2]=1. The catalyst class is: 85. (2) Reactant: [Cl:1][C:2]1[C:7](Cl)=[C:6]([N+:9]([O-:11])=[O:10])[CH:5]=[CH:4][C:3]=1[O:12][CH3:13].[CH2:14]([CH2:16][NH2:17])[OH:15]. Product: [Cl:1][C:2]1[C:3]([O:12][CH3:13])=[CH:4][CH:5]=[C:6]([N+:9]([O-:11])=[O:10])[C:7]=1[NH:17][CH2:16][CH2:14][OH:15]. The catalyst class is: 8. (3) Reactant: [CH2:1]([O:5][C:6]1[CH:11]=[C:10]([CH2:12][CH2:13][C:14]([O:16]C)=[O:15])[CH:9]=[CH:8][C:7]=1[C:18]1[CH:23]=[CH:22][CH:21]=[C:20]([CH2:24][N:25]([C:27](=[O:33])[CH2:28][CH2:29][CH2:30][CH2:31][CH3:32])[CH3:26])[CH:19]=1)[CH2:2][CH2:3][CH3:4].[OH-].[Li+]. Product: [CH2:1]([O:5][C:6]1[CH:11]=[C:10]([CH2:12][CH2:13][C:14]([OH:16])=[O:15])[CH:9]=[CH:8][C:7]=1[C:18]1[CH:23]=[CH:22][CH:21]=[C:20]([CH2:24][N:25]([C:27](=[O:33])[CH2:28][CH2:29][CH2:30][CH2:31][CH3:32])[CH3:26])[CH:19]=1)[CH2:2][CH2:3][CH3:4]. The catalyst class is: 7.